This data is from NCI-60 drug combinations with 297,098 pairs across 59 cell lines. The task is: Regression. Given two drug SMILES strings and cell line genomic features, predict the synergy score measuring deviation from expected non-interaction effect. (1) Drug 1: CNC(=O)C1=CC=CC=C1SC2=CC3=C(C=C2)C(=NN3)C=CC4=CC=CC=N4. Drug 2: C1=NNC2=C1C(=O)NC=N2. Cell line: HOP-92. Synergy scores: CSS=6.08, Synergy_ZIP=0.681, Synergy_Bliss=1.23, Synergy_Loewe=1.00, Synergy_HSA=0.259. (2) Cell line: RXF 393. Synergy scores: CSS=23.1, Synergy_ZIP=-11.1, Synergy_Bliss=-1.87, Synergy_Loewe=-1.23, Synergy_HSA=0.887. Drug 1: CC1OCC2C(O1)C(C(C(O2)OC3C4COC(=O)C4C(C5=CC6=C(C=C35)OCO6)C7=CC(=C(C(=C7)OC)O)OC)O)O. Drug 2: CC1=C2C(C(=O)C3(C(CC4C(C3C(C(C2(C)C)(CC1OC(=O)C(C(C5=CC=CC=C5)NC(=O)C6=CC=CC=C6)O)O)OC(=O)C7=CC=CC=C7)(CO4)OC(=O)C)O)C)OC(=O)C. (3) Drug 2: C1CCC(C(C1)N)N.C(=O)(C(=O)[O-])[O-].[Pt+4]. Cell line: SF-268. Synergy scores: CSS=17.7, Synergy_ZIP=-4.77, Synergy_Bliss=2.28, Synergy_Loewe=-3.09, Synergy_HSA=-0.122. Drug 1: C1=CC(=CC=C1CC(C(=O)O)N)N(CCCl)CCCl.Cl.